Dataset: Reaction yield outcomes from USPTO patents with 853,638 reactions. Task: Predict the reaction yield, written as a fraction of the theoretical maximum amount of product (1.0 means a 100% yield; for example, 0.34 means a 34% yield). (1) The product is [CH2:1]([O:8][C:9]([N:11]1[CH2:12][CH2:13][C:14]2([O:17][CH2:29][C:30](=[O:31])[NH:27][CH:18]2[CH2:19][C:20]2[CH:25]=[CH:24][C:23]([F:26])=[CH:22][CH:21]=2)[CH2:15][CH2:16]1)=[O:10])[C:2]1[CH:7]=[CH:6][CH:5]=[CH:4][CH:3]=1. The reactants are [CH2:1]([O:8][C:9]([N:11]1[CH2:16][CH2:15][C:14]([CH:18]([NH2:27])[CH2:19][C:20]2[CH:25]=[CH:24][C:23]([F:26])=[CH:22][CH:21]=2)([OH:17])[CH2:13][CH2:12]1)=[O:10])[C:2]1[CH:7]=[CH:6][CH:5]=[CH:4][CH:3]=1.Cl[CH2:29][C:30](Cl)=[O:31].[Na+].[I-].[I-].CC(C)([O-])C. The yield is 0.190. No catalyst specified. (2) The reactants are [NH:1]1[CH2:6][CH2:5][S:4][CH2:3][CH2:2]1.[OH-].[Na+].Br[CH2:10][CH2:11][CH2:12][Cl:13]. The catalyst is CC(C)=O. The product is [Cl:13][CH2:12][CH2:11][CH2:10][N:1]1[CH2:6][CH2:5][S:4][CH2:3][CH2:2]1. The yield is 0.960. (3) The reactants are [CH2:1]([N:6]1[C:14]2[N:13]=[CH:12][NH:11][C:10]=2[C:9](=[O:15])[N:8]2[C:16]([C:19]3[CH:24]=[CH:23][CH:22]=[CH:21][CH:20]=3)=[N:17][N:18]=[C:7]12)[CH2:2][CH2:3][CH2:4][CH3:5].[Br:25]N1C(=O)CCC1=O. The catalyst is C1COCC1. The product is [Br:25][C:12]1[NH:11][C:10]2[C:9](=[O:15])[N:8]3[C:16]([C:19]4[CH:24]=[CH:23][CH:22]=[CH:21][CH:20]=4)=[N:17][N:18]=[C:7]3[N:6]([CH2:1][CH2:2][CH2:3][CH2:4][CH3:5])[C:14]=2[N:13]=1. The yield is 0.233. (4) The reactants are [C:1](Cl)(Cl)=[O:2].[OH:5][C:6]1[N:11]=[CH:10][C:9]([NH:12][C:13](=[O:20])[C:14]2[CH:19]=[CH:18][CH:17]=[CH:16][CH:15]=2)=[CH:8][CH:7]=1.C([N:23]([CH2:26][CH3:27])[CH2:24][CH3:25])C.[N:28]12[CH2:35][CH2:34][N:31]([CH2:32][CH2:33]1)[CH2:30][CH2:29]2.Cl[CH2:37]Cl. No catalyst specified. The product is [C:13]([NH:12][C:9]1[CH:8]=[CH:7][C:6]([O:5][C:1]([N:28]2[CH2:33][CH2:32][N:31]([CH2:30][CH2:29][C:26]3[CH:27]=[CH:37][CH:25]=[CH:24][N:23]=3)[CH2:34][CH2:35]2)=[O:2])=[N:11][CH:10]=1)(=[O:20])[C:14]1[CH:19]=[CH:18][CH:17]=[CH:16][CH:15]=1. The yield is 0.170. (5) The reactants are [OH:1][C@@H:2]1[CH2:7][CH2:6][CH2:5][CH2:4][C@H:3]1[NH:8][C:9]1[S:10][C:11]2[CH:17]=[C:16]([CH2:18][N:19]3[C:23]4=[N:24][CH:25]=[C:26]([C:28]([O:30]C)=[O:29])[CH:27]=[C:22]4[N:21]=[CH:20]3)[CH:15]=[CH:14][C:12]=2[N:13]=1.Cl. The catalyst is C1COCC1.[Li+].[OH-]. The product is [OH:1][C@@H:2]1[CH2:7][CH2:6][CH2:5][CH2:4][C@H:3]1[NH:8][C:9]1[S:10][C:11]2[CH:17]=[C:16]([CH2:18][N:19]3[C:23]4=[N:24][CH:25]=[C:26]([C:28]([OH:30])=[O:29])[CH:27]=[C:22]4[N:21]=[CH:20]3)[CH:15]=[CH:14][C:12]=2[N:13]=1. The yield is 0.180. (6) The reactants are [H-].[Na+].[NH2:3][C:4]([NH2:6])=[S:5].[C:7](O[C:7]([O:9][C:10]([CH3:13])([CH3:12])[CH3:11])=[O:8])([O:9][C:10]([CH3:13])([CH3:12])[CH3:11])=[O:8]. The catalyst is O1CCCC1. The product is [C:10]([O:9][C:7]([NH:3][C:4]([NH:6][C:7]([O:9][C:10]([CH3:13])([CH3:12])[CH3:11])=[O:8])=[S:5])=[O:8])([CH3:13])([CH3:12])[CH3:11]. The yield is 0.600. (7) The reactants are [CH3:1][N:2]([CH3:27])[C:3]([CH2:5][O:6][N:7]([CH2:19][C:20]1[CH:25]=[CH:24][C:23]([F:26])=[CH:22][CH:21]=1)[C:8](=[O:18])[CH:9]=[C:10]1[C:14](=[O:15])[O:13][C:12](C)(C)[O:11]1)=[O:4]. The catalyst is CO. The product is [CH3:12][O:13][C:14](=[O:15])[C:10]([OH:11])=[CH:9][C:8](=[O:18])[N:7]([O:6][CH2:5][C:3](=[O:4])[N:2]([CH3:27])[CH3:1])[CH2:19][C:20]1[CH:21]=[CH:22][C:23]([F:26])=[CH:24][CH:25]=1. The yield is 0.540. (8) The reactants are [C:1]1([N:7]2[C:11]3[C:12]4[CH:18]=[CH:17][CH:16]=[CH:15][C:13]=4[S:14][C:10]=3[N:9]=[CH:8]2)[CH:6]=[CH:5][CH:4]=[CH:3][CH:2]=1.[CH3:19][I:20]. The catalyst is CCOC(C)=O. The product is [I-:20].[CH3:19][N+:9]1[C:10]2[S:14][C:13]3[CH:15]=[CH:16][CH:17]=[CH:18][C:12]=3[C:11]=2[N:7]([C:1]2[CH:2]=[CH:3][CH:4]=[CH:5][CH:6]=2)[CH:8]=1. The yield is 0.880.